Predict the reaction yield, written as a fraction of the theoretical maximum amount of product (1.0 means a 100% yield; for example, 0.34 means a 34% yield). From a dataset of Reaction yield outcomes from USPTO patents with 853,638 reactions. (1) The reactants are Cl[C:2]1[N:7]=[C:6]([O:8][CH3:9])[N:5]=[C:4]([NH:10][C:11]2[CH:16]=[CH:15][C:14]([N:17]3[CH:21]=[C:20]([CH3:22])[N:19]=[CH:18]3)=[C:13]([O:23][CH3:24])[CH:12]=2)[N:3]=1.[Cl:25][C:26]1[CH:32]=[CH:31][C:29]([NH2:30])=[CH:28][CH:27]=1. No catalyst specified. The product is [Cl:25][C:26]1[CH:32]=[CH:31][C:29]([NH:30][C:2]2[N:3]=[C:4]([NH:10][C:11]3[CH:16]=[CH:15][C:14]([N:17]4[CH:21]=[C:20]([CH3:22])[N:19]=[CH:18]4)=[C:13]([O:23][CH3:24])[CH:12]=3)[N:5]=[C:6]([O:8][CH3:9])[N:7]=2)=[CH:28][CH:27]=1. The yield is 0.150. (2) The reactants are [CH2:1]([Mg]Br)[CH:2]([CH3:4])[CH3:3].N1C=CC=CC=1S[C:14](=[O:25])[CH2:15][CH2:16][C:17]1[CH:22]=[CH:21][C:20]([O:23][CH3:24])=[CH:19][CH:18]=1. The catalyst is C1COCC1. The product is [CH3:24][O:23][C:20]1[CH:19]=[CH:18][C:17]([CH2:16][CH2:15][C:14](=[O:25])[CH2:1][CH:2]([CH3:4])[CH3:3])=[CH:22][CH:21]=1. The yield is 0.750. (3) The reactants are [I:1][C:2]1[C:10]2[C:5](=[N:6][CH:7]=[C:8]([Br:11])[CH:9]=2)[NH:4][CH:3]=1.[H-].[Na+].[C:14]1([S:20](Cl)(=[O:22])=[O:21])[CH:19]=[CH:18][CH:17]=[CH:16][CH:15]=1.O. The catalyst is C(Cl)Cl.[Cl-].C([N+](CC)(CC)CC)C1C=CC=CC=1. The product is [I:1][C:2]1[C:10]2[C:5](=[N:6][CH:7]=[C:8]([Br:11])[CH:9]=2)[N:4]([S:20]([C:14]2[CH:19]=[CH:18][CH:17]=[CH:16][CH:15]=2)(=[O:22])=[O:21])[CH:3]=1. The yield is 0.970.